Dataset: Full USPTO retrosynthesis dataset with 1.9M reactions from patents (1976-2016). Task: Predict the reactants needed to synthesize the given product. Given the product [C:38]([OH:43])(=[O:42])[C:39]([OH:41])=[O:40].[C:38]([OH:43])(=[O:42])[C:39]([OH:41])=[O:40].[CH:1]1([CH2:4][N:5]2[CH2:23][CH2:22][C@:12]34[C:13]5[C:14]6[O:21][C@H:11]3[C@H:10]([N:24]([CH3:34])[C:25](=[O:33])/[CH:26]=[CH:27]/[C:28]3[CH:32]=[CH:31][O:30][CH:29]=3)[CH2:9][CH2:8][C@@:7]4([OH:35])[C@H:6]2[CH2:19][C:18]=5[CH:17]=[CH:16][C:15]=6[OH:20])[CH2:2][CH2:3]1, predict the reactants needed to synthesize it. The reactants are: [CH:1]1([CH2:4][N:5]2[CH2:23][CH2:22][C@:12]34[C:13]5[C:14]6[O:21][C@H:11]3[C@H:10]([N:24]([CH3:34])[C:25](=[O:33])/[CH:26]=[CH:27]/[C:28]3[CH:32]=[CH:31][O:30][CH:29]=3)[CH2:9][CH2:8][C@@:7]4([OH:35])[C@H:6]2[CH2:19][C:18]=5[CH:17]=[CH:16][C:15]=6[OH:20])[CH2:3][CH2:2]1.O.O.[C:38]([OH:43])(=[O:42])[C:39]([OH:41])=[O:40].